From a dataset of Forward reaction prediction with 1.9M reactions from USPTO patents (1976-2016). Predict the product of the given reaction. (1) Given the reactants [C:1]([C:3]1[CH:4]=[C:5]([CH:36]=[CH:37][CH:38]=1)[CH2:6][N:7]([C:29]1[CH:34]=[CH:33][C:32]([OH:35])=[CH:31][CH:30]=1)[CH:8]1[CH2:13][CH2:12][N:11]([CH:14]([CH3:28])[CH2:15][CH2:16][NH:17][C:18](=[O:27])[C:19]2[C:24]([CH3:25])=[CH:23][CH:22]=[CH:21][C:20]=2[CH3:26])[CH2:10][CH2:9]1)#[N:2].CCN(CC)CC.[C:46](OC(=O)C)(=[O:48])[CH3:47], predict the reaction product. The product is: [C:1]([C:3]1[CH:4]=[C:5]([CH:36]=[CH:37][CH:38]=1)[CH2:6][N:7]([CH:8]1[CH2:13][CH2:12][N:11]([CH:14]([CH3:28])[CH2:15][CH2:16][NH:17][C:18](=[O:27])[C:19]2[C:24]([CH3:25])=[CH:23][CH:22]=[CH:21][C:20]=2[CH3:26])[CH2:10][CH2:9]1)[C:29]1[CH:34]=[CH:33][C:32]([O:35][C:46](=[O:48])[CH3:47])=[CH:31][CH:30]=1)#[N:2]. (2) Given the reactants [Cl:1][C:2]1[CH:10]=[CH:9][CH:8]=[C:7]2[C:3]=1[C:4]([CH3:12])([CH3:11])[CH2:5][NH:6]2.Cl.CN(C)CCCN=C=NCC.[CH3:25][N:26]1[C:31](=[O:32])[CH:30]=[C:29]([N:33]2[CH2:38][CH2:37][O:36][CH2:35][CH2:34]2)[N:28]=[C:27]1[CH2:39][C:40]([O-])=[O:41].[Na+].O, predict the reaction product. The product is: [Cl:1][C:2]1[CH:10]=[CH:9][CH:8]=[C:7]2[C:3]=1[C:4]([CH3:12])([CH3:11])[CH2:5][N:6]2[C:40](=[O:41])[CH2:39][C:27]1[N:26]([CH3:25])[C:31](=[O:32])[CH:30]=[C:29]([N:33]2[CH2:38][CH2:37][O:36][CH2:35][CH2:34]2)[N:28]=1. (3) The product is: [F:1][C:2]1[CH:3]=[C:4]([C@@:9]2([CH3:42])[N:18]([CH2:19][C:20](=[O:33])[O:43][C:44]3[CH:45]=[C:46]4[C:67](=[CH:68][CH:69]=3)[CH2:66][C@:48]3([C:56]5[C:51](=[N:52][CH:53]=[CH:54][CH:55]=5)[N:50]([CH2:57][O:58][CH2:59][CH2:60][Si:61]([CH3:62])([CH3:63])[CH3:64])[C:49]3=[O:65])[CH2:47]4)[C:17](=[O:34])[C:12]3([CH2:16][CH2:15][CH2:14][CH2:13]3)[N:11]([C:35]([O:37][CH2:38][CH2:40][CH2:70][CH3:71])=[O:36])[CH2:10]2)[CH:5]=[C:6]([F:8])[CH:7]=1. Given the reactants [F:1][C:2]1[CH:3]=[C:4]([C@@:9]2([CH3:42])[N:18]([CH2:19][C:20](=[O:33])OC3C(F)=C(F)C(F)=C(F)C=3F)[C:17](=[O:34])[C:12]3([CH2:16][CH2:15][CH2:14][CH2:13]3)[N:11]([C:35]([O:37][C:38](C)([CH3:40])C)=[O:36])[CH2:10]2)[CH:5]=[C:6]([F:8])[CH:7]=1.[OH:43][C:44]1[CH:45]=[C:46]2[C:67](=[CH:68][CH:69]=1)[CH2:66][C@:48]1([C:56]3[C:51](=[N:52][CH:53]=[CH:54][CH:55]=3)[N:50]([CH2:57][O:58][CH2:59][CH2:60][Si:61]([CH3:64])([CH3:63])[CH3:62])[C:49]1=[O:65])[CH2:47]2.[CH:70](N(CC)C(C)C)(C)[CH3:71], predict the reaction product.